This data is from Full USPTO retrosynthesis dataset with 1.9M reactions from patents (1976-2016). The task is: Predict the reactants needed to synthesize the given product. (1) Given the product [N:27](=[C:8]([C:10]1[CH:15]=[CH:14][N:13]=[CH:12][N:11]=1)[C:6]1[C:5](=[O:16])[N:4]2[C:17]3([CH2:25][CH2:24][CH2:23][CH2:22][CH2:21]3)[NH:18][C:19](=[O:20])[C:3]2=[C:2]([CH3:1])[CH:7]=1)[NH2:28], predict the reactants needed to synthesize it. The reactants are: [CH3:1][C:2]1[CH:7]=[C:6]([C:8]([C:10]2[CH:15]=[CH:14][N:13]=[CH:12][N:11]=2)=O)[C:5](=[O:16])[N:4]2[C:17]3([CH2:25][CH2:24][CH2:23][CH2:22][CH2:21]3)[NH:18][C:19](=[O:20])[C:3]=12.O.[NH2:27][NH2:28]. (2) Given the product [CH3:25][O:26][C:27]1[CH:32]=[CH:31][CH:30]=[CH:29][C:28]=1[N:33]1[CH2:39][CH2:38][CH2:37][N:36]([CH2:6][CH2:7][CH2:8][CH2:9][O:10][C:11]2[N:12]=[C:13]3[C:18]([CH2:17][CH2:16][C:15](=[O:21])[NH:14]3)=[CH:19][CH:20]=2)[CH2:35][CH2:34]1, predict the reactants needed to synthesize it. The reactants are: CS(O[CH2:6][CH2:7][CH2:8][CH2:9][O:10][C:11]1[CH:20]=[CH:19][C:18]2[CH2:17][CH2:16][C:15](=[O:21])[NH:14][C:13]=2[N:12]=1)(=O)=O.[Na+].[I-].Cl.[CH3:25][O:26][C:27]1[CH:32]=[CH:31][CH:30]=[CH:29][C:28]=1[N:33]1[CH2:39][CH2:38][CH2:37][NH:36][CH2:35][CH2:34]1.C([O-])([O-])=O.[K+].[K+]. (3) Given the product [Cl:1][C:2]1[CH:7]=[CH:6][N:5]=[C:4]([O:8][CH3:9])[C:3]=1[C:10]1[NH:11][C:12]2[C:17]([CH:18]=1)=[CH:16][CH:15]=[C:14]([NH:19][C:22](=[O:23])[C:21]([F:32])([F:31])[F:20])[CH:13]=2, predict the reactants needed to synthesize it. The reactants are: [Cl:1][C:2]1[CH:7]=[CH:6][N:5]=[C:4]([O:8][CH3:9])[C:3]=1[C:10]1[NH:11][C:12]2[C:17]([CH:18]=1)=[CH:16][CH:15]=[C:14]([NH2:19])[CH:13]=2.[F:20][C:21]([F:32])([F:31])[C:22](O[C:22](=[O:23])[C:21]([F:32])([F:31])[F:20])=[O:23].C(N(CC)CC)C.O. (4) Given the product [F:26][C:8]([F:7])([F:27])[C:9]1[CH:10]=[CH:11][C:12]([N:15]2[CH2:20][CH2:19][CH:18]([CH2:21][OH:22])[CH2:17][CH2:16]2)=[CH:13][CH:14]=1, predict the reactants needed to synthesize it. The reactants are: [H-].[Al+3].[Li+].[H-].[H-].[H-].[F:7][C:8]([F:27])([F:26])[C:9]1[CH:14]=[CH:13][C:12]([N:15]2[CH2:20][CH2:19][CH:18]([C:21](OCC)=[O:22])[CH2:17][CH2:16]2)=[CH:11][CH:10]=1.O.[OH-].[Na+].